Task: Predict which catalyst facilitates the given reaction.. Dataset: Catalyst prediction with 721,799 reactions and 888 catalyst types from USPTO (1) Reactant: [C:1]([O:5][C:6](=[O:15])[NH:7][CH2:8][CH2:9][C:10]1[N:11]=[N:12][NH:13][N:14]=1)([CH3:4])([CH3:3])[CH3:2].C([O-])([O-])=O.[Cs+].[Cs+].Br[CH2:23][CH2:24][F:25]. Product: [C:1]([O:5][C:6](=[O:15])[NH:7][CH2:8][CH2:9][C:10]1[N:11]=[N:12][N:13]([CH2:23][CH2:24][F:25])[N:14]=1)([CH3:4])([CH3:2])[CH3:3]. The catalyst class is: 3. (2) Reactant: [CH3:1][O:2][C:3]1[CH:8]=[CH:7][C:6]([CH2:9][C:10]([O:12][CH3:13])=[O:11])=[CH:5][CH:4]=1.CO[CH:16](OC)[N:17]([CH3:19])[CH3:18]. The catalyst class is: 9. Product: [CH3:13][O:12][C:10](=[O:11])[C:9]([C:6]1[CH:5]=[CH:4][C:3]([O:2][CH3:1])=[CH:8][CH:7]=1)=[CH:16][N:17]([CH3:19])[CH3:18].